Dataset: Merck oncology drug combination screen with 23,052 pairs across 39 cell lines. Task: Regression. Given two drug SMILES strings and cell line genomic features, predict the synergy score measuring deviation from expected non-interaction effect. (1) Drug 1: CCN(CC)CCNC(=O)c1c(C)[nH]c(C=C2C(=O)Nc3ccc(F)cc32)c1C. Drug 2: CCC1(O)C(=O)OCc2c1cc1n(c2=O)Cc2cc3c(CN(C)C)c(O)ccc3nc2-1. Synergy scores: synergy=-4.97. Cell line: UACC62. (2) Drug 1: CCN(CC)CCNC(=O)c1c(C)[nH]c(C=C2C(=O)Nc3ccc(F)cc32)c1C. Drug 2: CNC(=O)c1cc(Oc2ccc(NC(=O)Nc3ccc(Cl)c(C(F)(F)F)c3)cc2)ccn1. Cell line: A2780. Synergy scores: synergy=-3.45. (3) Drug 1: COc1cccc2c1C(=O)c1c(O)c3c(c(O)c1C2=O)CC(O)(C(=O)CO)CC3OC1CC(N)C(O)C(C)O1. Drug 2: N#Cc1ccc(Cn2cncc2CN2CCN(c3cccc(Cl)c3)C(=O)C2)cc1. Cell line: ZR751. Synergy scores: synergy=-0.137. (4) Drug 1: Cc1nc(Nc2ncc(C(=O)Nc3c(C)cccc3Cl)s2)cc(N2CCN(CCO)CC2)n1. Drug 2: CC1(c2nc3c(C(N)=O)cccc3[nH]2)CCCN1. Cell line: NCIH520. Synergy scores: synergy=21.7. (5) Drug 1: COc1cccc2c1C(=O)c1c(O)c3c(c(O)c1C2=O)CC(O)(C(=O)CO)CC3OC1CC(N)C(O)C(C)O1. Drug 2: COC1=C2CC(C)CC(OC)C(O)C(C)C=C(C)C(OC(N)=O)C(OC)C=CC=C(C)C(=O)NC(=CC1=O)C2=O. Cell line: DLD1. Synergy scores: synergy=-7.33. (6) Drug 1: C=CCn1c(=O)c2cnc(Nc3ccc(N4CCN(C)CC4)cc3)nc2n1-c1cccc(C(C)(C)O)n1. Drug 2: Cc1nc(Nc2ncc(C(=O)Nc3c(C)cccc3Cl)s2)cc(N2CCN(CCO)CC2)n1. Cell line: HCT116. Synergy scores: synergy=24.3.